Dataset: NCI-60 drug combinations with 297,098 pairs across 59 cell lines. Task: Regression. Given two drug SMILES strings and cell line genomic features, predict the synergy score measuring deviation from expected non-interaction effect. (1) Drug 1: CC1=CC=C(C=C1)C2=CC(=NN2C3=CC=C(C=C3)S(=O)(=O)N)C(F)(F)F. Drug 2: C1CN1C2=NC(=NC(=N2)N3CC3)N4CC4. Cell line: A498. Synergy scores: CSS=26.8, Synergy_ZIP=-5.54, Synergy_Bliss=-2.56, Synergy_Loewe=-14.3, Synergy_HSA=-2.91. (2) Drug 1: CC1C(C(CC(O1)OC2CC(CC3=C2C(=C4C(=C3O)C(=O)C5=C(C4=O)C(=CC=C5)OC)O)(C(=O)C)O)N)O.Cl. Drug 2: C1CC(=O)NC(=O)C1N2C(=O)C3=CC=CC=C3C2=O. Cell line: OVCAR-5. Synergy scores: CSS=5.69, Synergy_ZIP=-2.68, Synergy_Bliss=-0.436, Synergy_Loewe=-17.9, Synergy_HSA=-2.62. (3) Drug 1: COC1=C(C=C2C(=C1)N=CN=C2NC3=CC(=C(C=C3)F)Cl)OCCCN4CCOCC4. Drug 2: CC1=C(C=C(C=C1)C(=O)NC2=CC(=CC(=C2)C(F)(F)F)N3C=C(N=C3)C)NC4=NC=CC(=N4)C5=CN=CC=C5. Cell line: UO-31. Synergy scores: CSS=25.5, Synergy_ZIP=-10.5, Synergy_Bliss=-2.01, Synergy_Loewe=-3.47, Synergy_HSA=-1.66. (4) Drug 1: CS(=O)(=O)C1=CC(=C(C=C1)C(=O)NC2=CC(=C(C=C2)Cl)C3=CC=CC=N3)Cl. Drug 2: CCCCC(=O)OCC(=O)C1(CC(C2=C(C1)C(=C3C(=C2O)C(=O)C4=C(C3=O)C=CC=C4OC)O)OC5CC(C(C(O5)C)O)NC(=O)C(F)(F)F)O. Cell line: NCI-H226. Synergy scores: CSS=5.78, Synergy_ZIP=-2.63, Synergy_Bliss=0.480, Synergy_Loewe=1.15, Synergy_HSA=0.459. (5) Drug 1: CC1=C2C(C(=O)C3(C(CC4C(C3C(C(C2(C)C)(CC1OC(=O)C(C(C5=CC=CC=C5)NC(=O)OC(C)(C)C)O)O)OC(=O)C6=CC=CC=C6)(CO4)OC(=O)C)OC)C)OC. Drug 2: C1CCC(C1)C(CC#N)N2C=C(C=N2)C3=C4C=CNC4=NC=N3. Cell line: SF-539. Synergy scores: CSS=43.7, Synergy_ZIP=-0.210, Synergy_Bliss=-2.59, Synergy_Loewe=-20.3, Synergy_HSA=-0.688. (6) Drug 1: CC12CCC3C(C1CCC2=O)CC(=C)C4=CC(=O)C=CC34C. Drug 2: CC1C(C(CC(O1)OC2CC(CC3=C2C(=C4C(=C3O)C(=O)C5=CC=CC=C5C4=O)O)(C(=O)C)O)N)O. Cell line: BT-549. Synergy scores: CSS=37.8, Synergy_ZIP=3.81, Synergy_Bliss=5.37, Synergy_Loewe=-1.63, Synergy_HSA=5.01. (7) Drug 1: CC1=CC=C(C=C1)C2=CC(=NN2C3=CC=C(C=C3)S(=O)(=O)N)C(F)(F)F. Drug 2: CS(=O)(=O)CCNCC1=CC=C(O1)C2=CC3=C(C=C2)N=CN=C3NC4=CC(=C(C=C4)OCC5=CC(=CC=C5)F)Cl. Cell line: PC-3. Synergy scores: CSS=-1.42, Synergy_ZIP=-0.0762, Synergy_Bliss=-0.684, Synergy_Loewe=-3.71, Synergy_HSA=-3.00. (8) Drug 1: CS(=O)(=O)C1=CC(=C(C=C1)C(=O)NC2=CC(=C(C=C2)Cl)C3=CC=CC=N3)Cl. Drug 2: CN(C(=O)NC(C=O)C(C(C(CO)O)O)O)N=O. Cell line: RPMI-8226. Synergy scores: CSS=-11.0, Synergy_ZIP=0.746, Synergy_Bliss=-5.53, Synergy_Loewe=-12.6, Synergy_HSA=-12.1. (9) Drug 1: CN1C(=O)N2C=NC(=C2N=N1)C(=O)N. Drug 2: CCC1(C2=C(COC1=O)C(=O)N3CC4=CC5=C(C=CC(=C5CN(C)C)O)N=C4C3=C2)O.Cl. Cell line: NCI/ADR-RES. Synergy scores: CSS=13.5, Synergy_ZIP=-3.97, Synergy_Bliss=-1.07, Synergy_Loewe=-39.4, Synergy_HSA=-5.98. (10) Drug 1: CC1=C2C(C(=O)C3(C(CC4C(C3C(C(C2(C)C)(CC1OC(=O)C(C(C5=CC=CC=C5)NC(=O)OC(C)(C)C)O)O)OC(=O)C6=CC=CC=C6)(CO4)OC(=O)C)OC)C)OC. Drug 2: CC12CCC(CC1=CCC3C2CCC4(C3CC=C4C5=CN=CC=C5)C)O. Cell line: HCT-15. Synergy scores: CSS=72.2, Synergy_ZIP=16.4, Synergy_Bliss=16.1, Synergy_Loewe=-14.1, Synergy_HSA=16.4.